Dataset: NCI-60 drug combinations with 297,098 pairs across 59 cell lines. Task: Regression. Given two drug SMILES strings and cell line genomic features, predict the synergy score measuring deviation from expected non-interaction effect. (1) Drug 1: C1CCC(C1)C(CC#N)N2C=C(C=N2)C3=C4C=CNC4=NC=N3. Drug 2: CC1=C2C(C(=O)C3(C(CC4C(C3C(C(C2(C)C)(CC1OC(=O)C(C(C5=CC=CC=C5)NC(=O)OC(C)(C)C)O)O)OC(=O)C6=CC=CC=C6)(CO4)OC(=O)C)O)C)O. Cell line: RXF 393. Synergy scores: CSS=41.8, Synergy_ZIP=5.67, Synergy_Bliss=9.09, Synergy_Loewe=-13.7, Synergy_HSA=9.79. (2) Drug 1: CNC(=O)C1=CC=CC=C1SC2=CC3=C(C=C2)C(=NN3)C=CC4=CC=CC=N4. Drug 2: CC1CCC2CC(C(=CC=CC=CC(CC(C(=O)C(C(C(=CC(C(=O)CC(OC(=O)C3CCCCN3C(=O)C(=O)C1(O2)O)C(C)CC4CCC(C(C4)OC)OCCO)C)C)O)OC)C)C)C)OC. Cell line: HOP-92. Synergy scores: CSS=6.47, Synergy_ZIP=-2.83, Synergy_Bliss=-4.95, Synergy_Loewe=-15.2, Synergy_HSA=-5.77. (3) Drug 1: C1=CC(=CC=C1C#N)C(C2=CC=C(C=C2)C#N)N3C=NC=N3. Drug 2: C1C(C(OC1N2C=NC(=NC2=O)N)CO)O. Cell line: HOP-92. Synergy scores: CSS=4.87, Synergy_ZIP=0.0605, Synergy_Bliss=2.40, Synergy_Loewe=-2.99, Synergy_HSA=-1.76. (4) Drug 1: CCC1(CC2CC(C3=C(CCN(C2)C1)C4=CC=CC=C4N3)(C5=C(C=C6C(=C5)C78CCN9C7C(C=CC9)(C(C(C8N6C=O)(C(=O)OC)O)OC(=O)C)CC)OC)C(=O)OC)O.OS(=O)(=O)O. Drug 2: C1CN(CCN1C(=O)CCBr)C(=O)CCBr. Cell line: SF-295. Synergy scores: CSS=28.9, Synergy_ZIP=-7.89, Synergy_Bliss=-3.21, Synergy_Loewe=0.127, Synergy_HSA=0.213. (5) Drug 1: CC12CCC3C(C1CCC2=O)CC(=C)C4=CC(=O)C=CC34C. Drug 2: CCC1(CC2CC(C3=C(CCN(C2)C1)C4=CC=CC=C4N3)(C5=C(C=C6C(=C5)C78CCN9C7C(C=CC9)(C(C(C8N6C=O)(C(=O)OC)O)OC(=O)C)CC)OC)C(=O)OC)O.OS(=O)(=O)O. Cell line: UACC-257. Synergy scores: CSS=36.5, Synergy_ZIP=-3.65, Synergy_Bliss=5.42, Synergy_Loewe=-6.03, Synergy_HSA=5.13. (6) Drug 1: CS(=O)(=O)CCNCC1=CC=C(O1)C2=CC3=C(C=C2)N=CN=C3NC4=CC(=C(C=C4)OCC5=CC(=CC=C5)F)Cl. Drug 2: CC(C)(C#N)C1=CC(=CC(=C1)CN2C=NC=N2)C(C)(C)C#N. Cell line: SF-268. Synergy scores: CSS=5.08, Synergy_ZIP=-1.11, Synergy_Bliss=3.19, Synergy_Loewe=1.82, Synergy_HSA=1.51. (7) Drug 1: CC=C1C(=O)NC(C(=O)OC2CC(=O)NC(C(=O)NC(CSSCCC=C2)C(=O)N1)C(C)C)C(C)C. Drug 2: CN1C2=C(C=C(C=C2)N(CCCl)CCCl)N=C1CCCC(=O)O.Cl. Cell line: OVCAR-4. Synergy scores: CSS=23.4, Synergy_ZIP=-1.94, Synergy_Bliss=3.18, Synergy_Loewe=-87.8, Synergy_HSA=3.19. (8) Drug 1: CC1CCC2CC(C(=CC=CC=CC(CC(C(=O)C(C(C(=CC(C(=O)CC(OC(=O)C3CCCCN3C(=O)C(=O)C1(O2)O)C(C)CC4CCC(C(C4)OC)O)C)C)O)OC)C)C)C)OC. Drug 2: CC1CCC2CC(C(=CC=CC=CC(CC(C(=O)C(C(C(=CC(C(=O)CC(OC(=O)C3CCCCN3C(=O)C(=O)C1(O2)O)C(C)CC4CCC(C(C4)OC)OCCO)C)C)O)OC)C)C)C)OC. Cell line: MALME-3M. Synergy scores: CSS=28.9, Synergy_ZIP=-9.82, Synergy_Bliss=-4.93, Synergy_Loewe=-1.44, Synergy_HSA=0.397. (9) Drug 1: CN(C)N=NC1=C(NC=N1)C(=O)N. Drug 2: C(=O)(N)NO. Cell line: MOLT-4. Synergy scores: CSS=26.6, Synergy_ZIP=11.3, Synergy_Bliss=11.6, Synergy_Loewe=11.1, Synergy_HSA=12.0. (10) Drug 1: CC1=C(C=C(C=C1)NC2=NC=CC(=N2)N(C)C3=CC4=NN(C(=C4C=C3)C)C)S(=O)(=O)N.Cl. Drug 2: COC1=CC(=CC(=C1O)OC)C2C3C(COC3=O)C(C4=CC5=C(C=C24)OCO5)OC6C(C(C7C(O6)COC(O7)C8=CC=CS8)O)O. Cell line: SF-295. Synergy scores: CSS=49.1, Synergy_ZIP=-1.38, Synergy_Bliss=1.23, Synergy_Loewe=-23.1, Synergy_HSA=3.01.